This data is from Full USPTO retrosynthesis dataset with 1.9M reactions from patents (1976-2016). The task is: Predict the reactants needed to synthesize the given product. (1) Given the product [Cl:1][C:2]1[C:3]([N:15]([CH3:17])[CH3:16])=[CH:4][C:5]2[O:10][CH:9]([C:11]([N:57]3[CH2:58][CH2:59][C:54]([CH2:53][C:52]4[CH:51]=[CH:50][C:49]([F:48])=[CH:63][CH:62]=4)([C:60]#[N:61])[CH2:55][CH2:56]3)=[O:13])[CH2:8][NH:7][C:6]=2[CH:14]=1, predict the reactants needed to synthesize it. The reactants are: [Cl:1][C:2]1[C:3]([N:15]([CH3:17])[CH3:16])=[CH:4][C:5]2[O:10][CH:9]([C:11]([OH:13])=O)[CH2:8][NH:7][C:6]=2[CH:14]=1.CCN=C=NCCCN(C)C.C1C=CC2N(O)N=NC=2C=1.CCN(C(C)C)C(C)C.[F:48][C:49]1[CH:63]=[CH:62][C:52]([CH2:53][C:54]2([C:60]#[N:61])[CH2:59][CH2:58][NH:57][CH2:56][CH2:55]2)=[CH:51][CH:50]=1. (2) Given the product [NH2:17][S:14]([N:1]1[CH2:5][CH2:4][C@H:3]([NH:6][C:7](=[O:13])[O:8][C:9]([CH3:10])([CH3:12])[CH3:11])[CH2:2]1)(=[O:16])=[O:15], predict the reactants needed to synthesize it. The reactants are: [NH:1]1[CH2:5][CH2:4][C@H:3]([NH:6][C:7](=[O:13])[O:8][C:9]([CH3:12])([CH3:11])[CH3:10])[CH2:2]1.[S:14](N)([NH2:17])(=[O:16])=[O:15]. (3) Given the product [Cl:1][C:2]1[CH:7]=[CH:6][C:5]([Cl:8])=[CH:4][C:3]=1[C:9]1[C:17]2[O:16][CH:15]([CH2:18][NH:33][CH3:32])[CH2:14][C:13]=2[CH:12]=[C:11]([O:30][CH3:31])[CH:10]=1, predict the reactants needed to synthesize it. The reactants are: [Cl:1][C:2]1[CH:7]=[CH:6][C:5]([Cl:8])=[CH:4][C:3]=1[C:9]1[C:17]2[O:16][CH:15]([CH2:18]OS(C3C=CC(C)=CC=3)(=O)=O)[CH2:14][C:13]=2[CH:12]=[C:11]([O:30][CH3:31])[CH:10]=1.[CH3:32][NH2:33]. (4) Given the product [NH2:23][C:19]1[CH:18]=[C:17]([S:14]([NH:13][CH2:12][CH2:11][CH2:10][NH:9][C:3]2[C:2]([I:1])=[CH:7][N:6]=[C:5]([Cl:8])[N:4]=2)(=[O:15])=[O:16])[CH:22]=[CH:21][CH:20]=1, predict the reactants needed to synthesize it. The reactants are: [I:1][C:2]1[C:3]([NH:9][CH2:10][CH2:11][CH2:12][NH:13][S:14]([C:17]2[CH:22]=[CH:21][CH:20]=[C:19]([N+:23]([O-])=O)[CH:18]=2)(=[O:16])=[O:15])=[N:4][C:5]([Cl:8])=[N:6][CH:7]=1.[OH-].[Na+]. (5) Given the product [CH3:17][O:18][C:19]1[CH:24]=[CH:23][C:22]([CH2:25][CH2:26][CH2:27][C:28]([NH:1][C:2]2[S:3][C:4]([N+:7]([O-:9])=[O:8])=[CH:5][N:6]=2)=[O:29])=[CH:21][CH:20]=1, predict the reactants needed to synthesize it. The reactants are: [NH2:1][C:2]1[S:3][C:4]([N+:7]([O-:9])=[O:8])=[CH:5][N:6]=1.C(N(CC)CC)C.[CH3:17][O:18][C:19]1[CH:24]=[CH:23][C:22]([CH2:25][CH2:26][CH2:27][C:28](Cl)=[O:29])=[CH:21][CH:20]=1. (6) Given the product [Cl:27][C:24]1[CH:25]=[CH:26][C:21]([CH2:20][N:16]2[C:17]3[C:13](=[CH:12][C:11](/[CH:10]=[C:7]4/[C:8](=[O:9])[N:4]([CH2:3][CH2:2][NH:1][C:35](=[O:36])[C:34]([F:45])([F:44])[F:33])[C:5](=[O:32])[S:6]/4)=[CH:19][CH:18]=3)[CH:14]=[N:15]2)=[C:22]([C:28]([F:30])([F:29])[F:31])[CH:23]=1, predict the reactants needed to synthesize it. The reactants are: [NH2:1][CH2:2][CH2:3][N:4]1[C:8](=[O:9])/[C:7](=[CH:10]/[C:11]2[CH:12]=[C:13]3[C:17](=[CH:18][CH:19]=2)[N:16]([CH2:20][C:21]2[CH:26]=[CH:25][C:24]([Cl:27])=[CH:23][C:22]=2[C:28]([F:31])([F:30])[F:29])[N:15]=[CH:14]3)/[S:6][C:5]1=[O:32].[F:33][C:34]([F:45])([F:44])[C:35](O[C:35](=[O:36])[C:34]([F:45])([F:44])[F:33])=[O:36].